From a dataset of Reaction yield outcomes from USPTO patents with 853,638 reactions. Predict the reaction yield, written as a fraction of the theoretical maximum amount of product (1.0 means a 100% yield; for example, 0.34 means a 34% yield). (1) The reactants are [CH3:1][C:2]1([CH3:25])[C:22]2[C:9](=[CH:10][C:11]3[C:12]([CH3:24])([CH3:23])[C:13]4[CH:14]=[CH:15][CH:16]=[CH:17][C:18]=4[NH:19][C:20]=3[CH:21]=2)[C:8]2[C:3]1=[CH:4][CH:5]=[CH:6][CH:7]=2.I[C:27]1[CH:32]=[CH:31][CH:30]=[CH:29][CH:28]=1.C(O[Na])(C)(C)C.C(P(C(C)(C)C)C(C)(C)C)(C)(C)C. The catalyst is C1C=CC(/C=C/C(/C=C/C2C=CC=CC=2)=O)=CC=1.C1C=CC(/C=C/C(/C=C/C2C=CC=CC=2)=O)=CC=1.C1C=CC(/C=C/C(/C=C/C2C=CC=CC=2)=O)=CC=1.[Pd].[Pd].O.C1(C)C=CC=CC=1.C1(C)C(C)=CC=CC=1. The product is [CH3:1][C:2]1([CH3:25])[C:22]2[C:9](=[CH:10][C:11]3[C:12]([CH3:24])([CH3:23])[C:13]4[CH:14]=[CH:15][CH:16]=[CH:17][C:18]=4[N:19]([C:27]4[CH:32]=[CH:31][CH:30]=[CH:29][CH:28]=4)[C:20]=3[CH:21]=2)[C:8]2[C:3]1=[CH:4][CH:5]=[CH:6][CH:7]=2. The yield is 0.920. (2) The reactants are C[O:2][C:3](=O)[C:4]1[CH:9]=[CH:8][C:7]([O:10][S:11]([CH3:14])(=[O:13])=[O:12])=[CH:6][CH:5]=1.[H-].[H-].[H-].[H-].[Li+].[Al+3].Cl. The catalyst is C1COCC1. The product is [OH:2][CH2:3][C:4]1[CH:5]=[CH:6][C:7]([O:10][S:11]([CH3:14])(=[O:13])=[O:12])=[CH:8][CH:9]=1. The yield is 0.930. (3) The reactants are [OH-].[K+].[Br:3][C:4]1[CH:9]=[C:8]([C:10]([O:12]C)=[O:11])[CH:7]=[CH:6][C:5]=1[C:14]([O:16][CH3:17])=[O:15]. The product is [Br:3][C:4]1[CH:9]=[C:8]([CH:7]=[CH:6][C:5]=1[C:14]([O:16][CH3:17])=[O:15])[C:10]([OH:12])=[O:11]. The catalyst is CO. The yield is 0.240. (4) The reactants are [N:1]([CH2:4][C:5]1[CH:10]=[CH:9][C:8]([CH:11]([F:13])[F:12])=[C:7]([Br:14])[CH:6]=1)=[N+]=[N-].C1(P(C2C=CC=CC=2)C2C=CC=CC=2)C=CC=CC=1. The product is [Br:14][C:7]1[CH:6]=[C:5]([CH:10]=[CH:9][C:8]=1[CH:11]([F:12])[F:13])[CH2:4][NH2:1]. The catalyst is O.C1COCC1. The yield is 0.910. (5) The reactants are C1C=CC(P(C2C=CC=CC=2)C2C=CC=CC=2)=CC=1.[C:20]([CH2:22][CH2:23][NH:24][C:25]([C:27]1[C:32]([NH:33][C:34]2[CH:39]=[CH:38][C:37]([Br:40])=[CH:36][C:35]=2[F:41])=[C:31]([CH3:42])[C:30](=[O:43])[N:29]([CH3:44])[CH:28]=1)=O)#[N:21].CC(OC(/N=N/C(OC(C)C)=O)=O)C.[Si]([N:63]=[N+:64]=[N-:65])(C)(C)C. The catalyst is CC#N.C(OCC)(=O)C. The product is [Br:40][C:37]1[CH:38]=[CH:39][C:34]([NH:33][C:32]2[C:27]([C:25]3[N:24]([CH2:23][CH2:22][C:20]#[N:21])[N:65]=[N:64][N:63]=3)=[CH:28][N:29]([CH3:44])[C:30](=[O:43])[C:31]=2[CH3:42])=[C:35]([F:41])[CH:36]=1. The yield is 0.610. (6) The reactants are C1C2C(COC(=O)[NH:17][C@H:18]([CH3:37])[C:19]([C:21]3[C:29]4[C:24](=[C:25]([C:30](=[O:36])[N:31]([CH2:34][CH3:35])[CH2:32][CH3:33])[CH:26]=[CH:27][CH:28]=4)[NH:23][CH:22]=3)=O)C3C(=CC=CC=3)C=2C=CC=1.[BH4-].[Na+].CO. The catalyst is C(#N)C.CC(O)C. The product is [CH2:34]([N:31]([CH2:32][CH3:33])[C:30]([C:25]1[CH:26]=[CH:27][CH:28]=[C:29]2[C:24]=1[NH:23][CH:22]=[C:21]2[CH2:19][C@H:18]([NH2:17])[CH3:37])=[O:36])[CH3:35]. The yield is 0.660. (7) The catalyst is [Co].N.C(O)C. The reactants are [CH2:1]([C:3]1[C:15]([CH2:16][C:17]#[N:18])=[C:6]2[C:7]3[CH:13]=[C:12]([CH3:14])[O:11][C:8]=3[CH:9]=[CH:10][N:5]2[N:4]=1)[CH3:2]. The yield is 0.950. The product is [CH2:1]([C:3]1[C:15]([CH2:16][CH2:17][NH2:18])=[C:6]2[C:7]3[CH:13]=[C:12]([CH3:14])[O:11][C:8]=3[CH:9]=[CH:10][N:5]2[N:4]=1)[CH3:2]. (8) The reactants are Br[C:2]1[CH:7]=[CH:6][C:5]([N+:8]([O-:10])=[O:9])=[CH:4][CH:3]=1.[C:11]1(B(O)O)[CH2:15][CH2:14][CH2:13][CH:12]=1.C([O-])([O-])=O.[Cs+].[Cs+].COCCOC. The catalyst is C1C=CC([P]([Pd]([P](C2C=CC=CC=2)(C2C=CC=CC=2)C2C=CC=CC=2)([P](C2C=CC=CC=2)(C2C=CC=CC=2)C2C=CC=CC=2)[P](C2C=CC=CC=2)(C2C=CC=CC=2)C2C=CC=CC=2)(C2C=CC=CC=2)C2C=CC=CC=2)=CC=1.C(O)C. The product is [C:11]1([C:2]2[CH:7]=[CH:6][C:5]([N+:8]([O-:10])=[O:9])=[CH:4][CH:3]=2)[CH2:15][CH2:14][CH2:13][CH:12]=1. The yield is 0.830. (9) The reactants are [C:1]1([C:7]2[O:11][C:10]([C:12]([NH:14][NH:15]C(OC(C)(C)C)=O)=[O:13])=[CH:9][CH:8]=2)[CH:6]=[CH:5][CH:4]=[CH:3][CH:2]=1.C(O)(C(F)(F)F)=O. The catalyst is C(Cl)Cl. The product is [C:1]1([C:7]2[O:11][C:10]([C:12]([NH:14][NH2:15])=[O:13])=[CH:9][CH:8]=2)[CH:2]=[CH:3][CH:4]=[CH:5][CH:6]=1. The yield is 0.740.